Dataset: Full USPTO retrosynthesis dataset with 1.9M reactions from patents (1976-2016). Task: Predict the reactants needed to synthesize the given product. (1) Given the product [CH:1]([N:4]1[CH2:9][CH2:8][N:7]([C:10]([C:12]2[CH:13]=[C:14]3[C:18](=[CH:19][CH:20]=2)[NH:17][C:16]([C:21]([N:23]2[CH2:28][CH2:27][N:26]([C:39]([N:41]4[CH2:46][CH2:45][CH2:44][CH2:43][CH2:42]4)=[O:40])[CH2:25][CH2:24]2)=[O:22])=[CH:15]3)=[O:11])[CH2:6][CH2:5]1)([CH3:3])[CH3:2], predict the reactants needed to synthesize it. The reactants are: [CH:1]([N:4]1[CH2:9][CH2:8][N:7]([C:10]([C:12]2[CH:13]=[C:14]3[C:18](=[CH:19][CH:20]=2)[NH:17][C:16]([C:21]([N:23]2[CH2:28][CH2:27][N:26](S(C)(=O)=O)[CH2:25][CH2:24]2)=[O:22])=[CH:15]3)=[O:11])[CH2:6][CH2:5]1)([CH3:3])[CH3:2].N1([C:39]([N:41]2[CH2:46][CH2:45][CH2:44][CH2:43][CH2:42]2)=[O:40])CCNCC1. (2) Given the product [C:13]([O:17][C:18]([N:20]1[CH2:24][C@H:23]([CH2:25][O:26][S:2]([CH3:1])(=[O:4])=[O:3])[C@@H:22]([OH:27])[CH2:21]1)=[O:19])([CH3:16])([CH3:14])[CH3:15], predict the reactants needed to synthesize it. The reactants are: [CH3:1][S:2](Cl)(=[O:4])=[O:3].C(N(CC)CC)C.[C:13]([O:17][C:18]([N:20]1[CH2:24][C@H:23]([CH2:25][OH:26])[C@@H:22]([OH:27])[CH2:21]1)=[O:19])([CH3:16])([CH3:15])[CH3:14].